This data is from Full USPTO retrosynthesis dataset with 1.9M reactions from patents (1976-2016). The task is: Predict the reactants needed to synthesize the given product. The reactants are: [CH3:1][C:2]([CH3:25])([CH3:24])[CH2:3][N:4]1[C:12]2[C:7](=[N:8][C:9]([C:13]3[CH:18]=[C:17]([CH2:19]O)[CH:16]=[CH:15][C:14]=3[CH3:21])=[CH:10][CH:11]=2)[N:6]([CH3:22])[C:5]1=[O:23].P(Br)(Br)([Br:28])=O. Given the product [Br:28][CH2:19][C:17]1[CH:16]=[CH:15][C:14]([CH3:21])=[C:13]([C:9]2[N:8]=[C:7]3[N:6]([CH3:22])[C:5](=[O:23])[N:4]([CH2:3][C:2]([CH3:25])([CH3:24])[CH3:1])[C:12]3=[CH:11][CH:10]=2)[CH:18]=1, predict the reactants needed to synthesize it.